The task is: Predict the reactants needed to synthesize the given product.. This data is from Full USPTO retrosynthesis dataset with 1.9M reactions from patents (1976-2016). Given the product [Cl:20][C:21]1[CH:26]=[CH:25][CH:24]=[CH:23][C:22]=1[N:27]1[C:8]([C:10]2[CH:11]=[CH:12][C:13]([Cl:16])=[CH:14][CH:15]=2)=[CH:7][C:6]([C:5]([OH:4])=[O:18])=[N:28]1, predict the reactants needed to synthesize it. The reactants are: [Li].C([O:4][C:5](=[O:18])[C:6](O)=[CH:7][C:8]([C:10]1[CH:15]=[CH:14][C:13]([Cl:16])=[CH:12][CH:11]=1)=O)C.Cl.[Cl:20][C:21]1[CH:26]=[CH:25][CH:24]=[CH:23][C:22]=1[NH:27][NH2:28].[OH-].[K+].Cl.